This data is from Peptide-MHC class I binding affinity with 185,985 pairs from IEDB/IMGT. The task is: Regression. Given a peptide amino acid sequence and an MHC pseudo amino acid sequence, predict their binding affinity value. This is MHC class I binding data. (1) The peptide sequence is NNKSRLVAF. The MHC is HLA-B58:01 with pseudo-sequence HLA-B58:01. The binding affinity (normalized) is 0.0847. (2) The peptide sequence is IYQEPFKNLK. The MHC is HLA-B58:01 with pseudo-sequence HLA-B58:01. The binding affinity (normalized) is 0. (3) The peptide sequence is SSFVFLANI. The MHC is Mamu-A01 with pseudo-sequence Mamu-A01. The binding affinity (normalized) is 0.566.